Dataset: Full USPTO retrosynthesis dataset with 1.9M reactions from patents (1976-2016). Task: Predict the reactants needed to synthesize the given product. Given the product [Cl:30][C:28]1[CH:27]=[CH:26][C:23]2[S:24][CH:25]=[C:21]([CH:7]([P:4]([CH3:6])(=[O:3])[OH:5])[C:8](=[O:20])[NH:9][CH:10]=[CH:11][C:12]3[CH:17]=[CH:16][C:15]([F:18])=[C:14]([F:19])[CH:13]=3)[C:22]=2[CH:29]=1, predict the reactants needed to synthesize it. The reactants are: C([O:3][P:4]([CH:7]([C:21]1[C:22]2[CH:29]=[C:28]([Cl:30])[CH:27]=[CH:26][C:23]=2[S:24][CH:25]=1)[C:8](=[O:20])[NH:9][CH:10]=[CH:11][C:12]1[CH:17]=[CH:16][C:15]([F:18])=[C:14]([F:19])[CH:13]=1)([CH3:6])=[O:5])C.N1C=CC=CC=1.Br[Si](C)(C)C.S(=O)(=O)(O)O.